This data is from Forward reaction prediction with 1.9M reactions from USPTO patents (1976-2016). The task is: Predict the product of the given reaction. Given the reactants C(OC([N:8]1[CH2:13][CH2:12][C:11]([CH2:19][C:20]#[N:21])([CH:14]2[CH2:18][CH2:17][CH2:16][CH2:15]2)[CH2:10][CH2:9]1)=O)(C)(C)C, predict the reaction product. The product is: [CH:14]1([C:11]2([CH2:19][C:20]#[N:21])[CH2:10][CH2:9][NH:8][CH2:13][CH2:12]2)[CH2:15][CH2:16][CH2:17][CH2:18]1.